From a dataset of CYP2D6 inhibition data for predicting drug metabolism from PubChem BioAssay. Regression/Classification. Given a drug SMILES string, predict its absorption, distribution, metabolism, or excretion properties. Task type varies by dataset: regression for continuous measurements (e.g., permeability, clearance, half-life) or binary classification for categorical outcomes (e.g., BBB penetration, CYP inhibition). Dataset: cyp2d6_veith. (1) The drug is O=C(CCc1ccccc1)NNC(=O)C1CCCCC1. The result is 0 (non-inhibitor). (2) The drug is COC(=O)c1ccccc1NC(=O)c1ccc(Cn2cc(Cl)cn2)o1. The result is 0 (non-inhibitor).